The task is: Predict the reactants needed to synthesize the given product.. This data is from Full USPTO retrosynthesis dataset with 1.9M reactions from patents (1976-2016). (1) Given the product [C:29]([OH:42])(=[O:41])[CH:30]=[CH2:31].[NH2:14][C:74]([O:78][CH2:79][CH3:80])=[O:77], predict the reactants needed to synthesize it. The reactants are: C1C(CC2C=CC([N:14]=C=O)=CC=2)=CC=C(N=C=O)C=1.COC1C=CC(O)=CC=1.[C:29]([O-:42])(=[O:41])[CH2:30][CH2:31]CCCCCCCCC.[C:29]([O-:42])(=[O:41])[CH2:30][CH2:31]CCCCCCCCC.C([Sn+2]CCCCCCCC)CCCCCCC.[C:74]([O:78][CH2:79][CH2:80]N=C=O)(=[O:77])C=C.N(CCC[Si](OC)(OC)OC)=C=O. (2) Given the product [F:18][C:19]1[CH:20]=[C:21]([C:29]2[N:34]=[CH:33][N:32]=[C:31]([CH2:35][NH:36][C:14]([C@@H:9]3[C@H:10]([OH:13])[CH2:11][CH2:12][N:8]3[C:6]([O:5][C:1]([CH3:2])([CH3:3])[CH3:4])=[O:7])=[O:16])[CH:30]=2)[CH:22]=[CH:23][C:24]=1[C:25]([F:27])([F:26])[F:28], predict the reactants needed to synthesize it. The reactants are: [C:1]([O:5][C:6]([N:8]1[CH2:12][CH2:11][C@@H:10]([OH:13])[C@H:9]1[C:14]([OH:16])=O)=[O:7])([CH3:4])([CH3:3])[CH3:2].Cl.[F:18][C:19]1[CH:20]=[C:21]([C:29]2[N:34]=[CH:33][N:32]=[C:31]([CH2:35][NH2:36])[CH:30]=2)[CH:22]=[CH:23][C:24]=1[C:25]([F:28])([F:27])[F:26].CN(C(ON1N=NC2C=CC=NC1=2)=[N+](C)C)C.F[P-](F)(F)(F)(F)F.CCN(C(C)C)C(C)C. (3) Given the product [Br:21][C:10]1([Br:22])[C:3]2[C:4](=[N:5][CH:6]=[CH:7][C:2]=2[F:1])[NH:8][C:9]1=[O:34], predict the reactants needed to synthesize it. The reactants are: [F:1][C:2]1[CH:7]=[CH:6][N:5]=[C:4]2[N:8]([Si](C(C)C)(C(C)C)C(C)C)[CH:9]=[CH:10][C:3]=12.[Br-:21].[Br-:22].[Br-].N1C=CC=CC=1.C([OH:34])(C)(C)C. (4) Given the product [C:36]([N:32]([C:30]([C:29]1([CH3:34])[C:3]2[C:2]([NH2:1])=[N:7][C:6]([N:8]3[C:16]4[C:11](=[CH:12][C:13]([Cl:17])=[CH:14][CH:15]=4)[C:10]([CH2:18][CH2:19][C:20]([F:25])([F:26])[C:21]([F:23])([F:24])[F:22])=[N:9]3)=[N:5][C:4]=2[NH:27][C:28]1=[O:35])=[O:31])[NH2:33])(=[O:38])[CH3:37], predict the reactants needed to synthesize it. The reactants are: [NH2:1][C:2]1[C:3]2[C:29]([CH3:34])([C:30]([NH:32][NH2:33])=[O:31])[C:28](=[O:35])[NH:27][C:4]=2[N:5]=[C:6]([N:8]2[C:16]3[C:11](=[CH:12][C:13]([Cl:17])=[CH:14][CH:15]=3)[C:10]([CH2:18][CH2:19][C:20]([F:26])([F:25])[C:21]([F:24])([F:23])[F:22])=[N:9]2)[N:7]=1.[C:36](N1C=CN=C1)(=[O:38])[CH3:37]. (5) Given the product [C:1]([C:3]1[C:19]([OH:20])=[C:18]([OH:21])[CH:17]=[C:16]([C:22]#[N:23])[C:4]=1[CH2:5][C:6]1[CH:11]=[CH:10][C:9]([CH2:12][C:13]([O:15][CH3:28])=[O:14])=[CH:8][CH:7]=1)#[N:2], predict the reactants needed to synthesize it. The reactants are: [C:1]([C:3]1[C:19]([OH:20])=[C:18]([OH:21])[CH:17]=[C:16]([C:22]#[N:23])[C:4]=1[CH2:5][C:6]1[CH:11]=[CH:10][C:9]([CH2:12][C:13]([OH:15])=[O:14])=[CH:8][CH:7]=1)#[N:2].S(Cl)(Cl)=O.[CH3:28]O. (6) Given the product [CH2:2]([C:6]1[CH:24]=[CH:23][C:9]([CH2:10][C:11]2[C:20]3[C:15](=[CH:16][C:17]([OH:21])=[CH:18][CH:19]=3)[CH:14]=[CH:13][N:12]=2)=[CH:8][CH:7]=1)[CH2:3][CH2:4][CH3:5], predict the reactants needed to synthesize it. The reactants are: Br.[CH2:2]([C:6]1[CH:24]=[CH:23][C:9]([CH2:10][C:11]2[C:20]3[C:15](=[CH:16][C:17]([O:21]C)=[CH:18][CH:19]=3)[CH:14]=[CH:13][N:12]=2)=[CH:8][CH:7]=1)[CH2:3][CH2:4][CH3:5].